This data is from Reaction yield outcomes from USPTO patents with 853,638 reactions. The task is: Predict the reaction yield, written as a fraction of the theoretical maximum amount of product (1.0 means a 100% yield; for example, 0.34 means a 34% yield). (1) No catalyst specified. The yield is 0.223. The reactants are Cl[C:2]1C(C(N)=O)=CN=[C:4](Cl)[CH:3]=1.[F:12][C:13]([F:30])([F:29])[C:14]1[CH:15]=[C:16]([CH:26]=[CH:27][CH:28]=1)[O:17]OC1C=CC(O)=CC=1.[C:31](OC(=O)N[C@H]1CCNC1)(C)(C)[CH3:32].[C:44]([OH:48])(=O)[CH:45]=[CH2:46].[C:49]([C:52]1[CH:53]=[CH:54][C:55]([C:72]2[CH2:77][CH2:76][N:75]([C:78]([O:80]C(C)(C)C)=O)[CH2:74]C=2)=[N:56][C:57]=1NC1C=CC(CCN2CCCC2)=CC=1)(=[O:51])[NH2:50]. The product is [C:78]([N:75]1[CH2:76][CH2:77][CH:72]([C:55]2[CH:54]=[C:53]([O:48][C:44]3[CH:45]=[CH:46][C:4]([O:17][C:16]4[CH:26]=[CH:27][CH:28]=[C:14]([C:13]([F:12])([F:29])[F:30])[CH:15]=4)=[CH:3][CH:2]=3)[C:52]([C:49]([NH2:50])=[O:51])=[CH:57][N:56]=2)[CH2:74]1)(=[O:80])[CH:31]=[CH2:32]. (2) The reactants are Br[C:2]1[CH:7]=[CH:6][C:5]([O:8][CH:9]([CH3:11])[CH3:10])=[CH:4][CH:3]=1.[OH:12][C:13]1[CH:18]=[C:17]([CH3:19])[C:16]([C:20](=[O:22])[CH3:21])=[C:15]([CH3:23])[CH:14]=1.Cl.CN(C)CC(O)=O.C(=O)([O-])[O-].[Cs+].[Cs+]. The product is [CH:9]([O:8][C:5]1[CH:6]=[CH:7][C:2]([O:12][C:13]2[CH:14]=[C:15]([CH3:23])[C:16]([C:20](=[O:22])[CH3:21])=[C:17]([CH3:19])[CH:18]=2)=[CH:3][CH:4]=1)([CH3:11])[CH3:10]. The yield is 0.790. The catalyst is O1CCOCC1.[Cu](I)I.O. (3) The reactants are [NH2:1][O:2][CH2:3][C:4]([OH:6])=[O:5].C(N(CC)CC)C.[CH2:14]([N:21]=[C:22]=[O:23])[C:15]1[CH:20]=[CH:19][CH:18]=[CH:17][CH:16]=1. The catalyst is ClCCl.O1CCCC1.C(OCC)(=O)C. The product is [CH2:14]([NH:21][C:22](=[O:23])[NH:1][O:2][CH2:3][C:4]([OH:6])=[O:5])[C:15]1[CH:20]=[CH:19][CH:18]=[CH:17][CH:16]=1. The yield is 0.330.